This data is from Drug-target binding data from BindingDB using Ki measurements. The task is: Regression. Given a target protein amino acid sequence and a drug SMILES string, predict the binding affinity score between them. We predict pKi (pKi = -log10(Ki in M); higher means stronger inhibition). Dataset: bindingdb_ki. (1) The compound is COc1ccc(C(CN(C)C)C2(O)CCCCC2)cc1. The target protein (P97678) has sequence MGKKLVMAQKRGETRALCLGVAMVVCAAITYYILGTTVLPLYQKSVWTQESTCHLVETNIKDQEELEGRKVPQYPCLWVNVSAVGRWAMLYHTEDTRDQNQQCSYIPRNLDNYQTALVDVKKVRANFYKHHNFYCFSAPQVNETSVVYQRLYGPQILLFSFFWPTFLLTGGLLIIAMVKLNRSLSVLAAQK. The pKi is 6.0. (2) The drug is CCCN1C(=O)[C@H](NC(=O)Nc2ccc(N3CCC(N4CCCCC4)CC3)cc2)N=C(c2ccc(C)cc2)c2ccccc21. The target protein (P97583) has sequence MASEVLLELQPSNRSLQAPANITSCESALEDWDLLYRVLPGFVITICFFGLLGNLLVLSFFLLPWRQWWWQQRQRQQRLTIAEIYLANLAASDLVFVLGLPFWAENIGNRFNWPFGTDLCRVVSGVIKANLFVSIFLVVAISQDRYRLLVYPMTSWGYRRRRQAQATCLLIWVAGGLLSIPTFLLRSVKVVPDLNVSACILLFPHEAWHFARMVELNVLGFLLPVTAIIFFNYHILASLRGQKEASRTRCGGPKGSKTTGLILTLVASFLVCWCPYHFFAFLDFLVQVRVIQDCSWKEITDLGLQLANFFAFVNSCLNPLIYVFAGRLLKTRVLGTL. The pKi is 7.8.